This data is from Experimentally validated miRNA-target interactions with 360,000+ pairs, plus equal number of negative samples. The task is: Binary Classification. Given a miRNA mature sequence and a target amino acid sequence, predict their likelihood of interaction. (1) The miRNA is hsa-miR-4285 with sequence GCGGCGAGUCCGACUCAU. The protein sequence of the target gene is MESEQLFHRGYYRNSYNSITSASSDEELLDGAGAIMDFQTSEDDNLLDGDTAAGTHYTMTNGGSINSSTHLLDLLDEPIPGVGTYDDFHTIDWVREKCKDRERHRRINSKKKESAWEMTKSLYDAWSGWLVVTLTGLASGALAGLIDIAADWMTDLKEGICLSALWYNHEQCCWGSNETTFEERDKCPQWKTWAELIIGQAEGPGSYIMNYIMYIFWALSFAFLAVSLVKVFAPYACGSGIPEIKTILSGFIIRGYLGKWTLMIKTITLVLAVASGLSLGKEGPLVHVACCCGNIFSYLF.... Result: 0 (no interaction). (2) The miRNA is hsa-miR-6772-3p with sequence UUGCUCCUGACUCUGUGCCCACA. The protein sequence of the target gene is MSAEAEEDCHSDADRVGDEGNESPAERDLQAQLQMFRAQWMFELTPGVGSSHGETRPCRAGRSSMLKAAADTKGRQELAKEEKARELFLQAVEEEQNGALYEAIKFYRRAMQLVPDIEFKITYTRSPDGDGVGSGYIEENEDASKMADLLSYFQQQLTLQESVLKLCQPELETSQTHISVLPMEVLMYIFRWVVSSDLDLRSLEQLSLVCRGFYICARDPEIWRLACLKVWGRSCMKLVPYASWREMFLERPRVRFDGVYISKTTYIRQGEQSLDGFYRAWHQVEYYRYMRFFPDGHVMM.... Result: 0 (no interaction). (3) The miRNA is mmu-miR-3098-3p with sequence UUCUGCUGCCUGCCUUUAGGA. The protein sequence of the target gene is MAADDKVAILTDDEEEQKRKYVLADPFNGICREPEPPSNETPSSTETSAIPEEEIDWIEKHCVKVNNDLLISKVFYFFFYSAYGSLYPLLPVYYKQLGMSPSQSGLLVGIRYFIEFCSAPFWGVVADRFRKGKIVLLFSLLCWVLFNLGIGFVKPATLRCLPKIPPTAHPTNVSHPVTVLPMNSSTVAFFSTPPKLLQKRDVQLSETEPNISDIDLVSTALTLTSEPTRRPQTEAITHPVTGLILNTSTVTLPPTGNVTRETTIAVVTTTKSLPSDQVTLVYDQQEVEAIFLIILVVVII.... Result: 0 (no interaction).